Dataset: Peptide-MHC class I binding affinity with 185,985 pairs from IEDB/IMGT. Task: Regression. Given a peptide amino acid sequence and an MHC pseudo amino acid sequence, predict their binding affinity value. This is MHC class I binding data. (1) The peptide sequence is GLYRQCIRGK. The MHC is HLA-A03:01 with pseudo-sequence HLA-A03:01. The binding affinity (normalized) is 0.896. (2) The peptide sequence is SMMNITRLEV. The MHC is HLA-A02:01 with pseudo-sequence HLA-A02:01. The binding affinity (normalized) is 0.930. (3) The peptide sequence is HTMLCMCCK. The MHC is HLA-A11:02 with pseudo-sequence HLA-A11:01. The binding affinity (normalized) is 0.851. (4) The peptide sequence is SLPPNFSSL. The MHC is HLA-A30:01 with pseudo-sequence HLA-A30:01. The binding affinity (normalized) is 0.0847. (5) The peptide sequence is VQPWLMVDV. The MHC is HLA-B15:01 with pseudo-sequence HLA-B15:01. The binding affinity (normalized) is 0.0847. (6) The peptide sequence is FKIEKGKV. The MHC is H-2-Kb with pseudo-sequence H-2-Kb. The binding affinity (normalized) is 0.118. (7) The MHC is HLA-A33:01 with pseudo-sequence HLA-A33:01. The peptide sequence is RSLQTIASK. The binding affinity (normalized) is 0. (8) The peptide sequence is FLSMLNLTKY. The MHC is HLA-A23:01 with pseudo-sequence HLA-A23:01. The binding affinity (normalized) is 0.0755. (9) The peptide sequence is LMDSIFVST. The MHC is HLA-A33:01 with pseudo-sequence HLA-A33:01. The binding affinity (normalized) is 0. (10) The peptide sequence is FMKSRVYSI. The MHC is HLA-A31:01 with pseudo-sequence HLA-A31:01. The binding affinity (normalized) is 0.0847.